Binary Classification. Given a miRNA mature sequence and a target amino acid sequence, predict their likelihood of interaction. From a dataset of Experimentally validated miRNA-target interactions with 360,000+ pairs, plus equal number of negative samples. The miRNA is hsa-miR-3187-5p with sequence CCUGGGCAGCGUGUGGCUGAAGG. The protein sequence of the target gene is MAKSKTKHRLCSQESSVSALLASCTLSGSNSSNSDGSFHYKDKLYRSASQALQAYIDDFDLGQIYPGASTGKINIDEDFTNMSQFCNYIYKPNNAFENLDHKKHSNFISCRRHTVNDIDSMSLTTDDLLRLPADGSFSYTYVGPSHRTSKKNKKCRGRLGSLDIEKNPHFQGPYTSMGKDNFVTPVIRSNINGKQCGDKIELLILKAKRNLEQCTEELPKSMKKDDSPCSLDKLEADRSWENIPVTFKSPVPVNSDDSPQQTSRAKSAKGVLEDFLNNDNQSCTLSGGKHHGPVEALKQM.... Result: 0 (no interaction).